Dataset: Peptide-MHC class I binding affinity with 185,985 pairs from IEDB/IMGT. Task: Regression. Given a peptide amino acid sequence and an MHC pseudo amino acid sequence, predict their binding affinity value. This is MHC class I binding data. The peptide sequence is KTKFFTRRL. The MHC is H-2-Kb with pseudo-sequence H-2-Kb. The binding affinity (normalized) is 0.411.